This data is from Full USPTO retrosynthesis dataset with 1.9M reactions from patents (1976-2016). The task is: Predict the reactants needed to synthesize the given product. (1) Given the product [CH3:1][C:2]1[C:7]([NH:8][C:9]([NH2:18])=[NH:10])=[CH:6][C:5]([CH:26]2[CH2:31][CH2:30][N:29]([CH3:32])[CH2:28][C:27]2([CH3:34])[CH3:33])=[CH:4][N:3]=1, predict the reactants needed to synthesize it. The reactants are: [CH3:1][C:2]1[C:7]([NH:8]/[C:9](/[NH:18]C(=O)OC(C)(C)C)=[N:10]/C(=O)OC(C)(C)C)=[CH:6][C:5]([CH:26]2[CH2:31][CH2:30][N:29]([CH3:32])[CH2:28][C:27]2([CH3:34])[CH3:33])=[CH:4][N:3]=1.Cl. (2) Given the product [F:1][C:2]1[CH:3]=[C:4]([CH:5]=[CH:6][C:7]=1[O:8][CH:9]([CH3:11])[CH3:10])[CH2:12][O:13][C:15]1[CH:26]=[C:19]2[N:20]([CH3:25])[C@@H:21]([CH3:24])[CH2:22][CH2:23][N:18]2[C:17](=[O:27])[N:16]=1, predict the reactants needed to synthesize it. The reactants are: [F:1][C:2]1[CH:3]=[C:4]([CH2:12][OH:13])[CH:5]=[CH:6][C:7]=1[O:8][CH:9]([CH3:11])[CH3:10].Cl[C:15]1[CH:26]=[C:19]2[N:20]([CH3:25])[C@@H:21]([CH3:24])[CH2:22][CH2:23][N:18]2[C:17](=[O:27])[N:16]=1. (3) Given the product [CH2:19]([N:16]1[CH2:17][CH2:18][N:13]2[N:12]=[C:11]([NH:10][C:4]3[C:5](=[O:9])[N:6]([CH3:8])[CH:7]=[C:2]([B:22]4[O:26][C:25]([CH3:28])([CH3:27])[C:24]([CH3:30])([CH3:29])[O:23]4)[CH:3]=3)[CH:21]=[C:14]2[CH2:15]1)[CH3:20], predict the reactants needed to synthesize it. The reactants are: Br[C:2]1[CH:3]=[C:4]([NH:10][C:11]2[CH:21]=[C:14]3[CH2:15][N:16]([CH2:19][CH3:20])[CH2:17][CH2:18][N:13]3[N:12]=2)[C:5](=[O:9])[N:6]([CH3:8])[CH:7]=1.[B:22]1([B:22]2[O:26][C:25]([CH3:28])([CH3:27])[C:24]([CH3:30])([CH3:29])[O:23]2)[O:26][C:25]([CH3:28])([CH3:27])[C:24]([CH3:30])([CH3:29])[O:23]1.CC(C1C=C(C(C)C)C(C2C=CC=CC=2P(C2CCCCC2)C2CCCCC2)=C(C(C)C)C=1)C.C([O-])(=O)C.[K+]. (4) Given the product [Cl:1][C:2]1[CH:3]=[CH:4][C:5]([C:25]#[N:26])=[C:6]([C:8]2[C:13]([O:14][CH3:15])=[CH:12][N:11]([CH:16]([CH2:20][CH2:21][O:22][CH3:23])[C:17]([NH:42][C:39]3[CH:40]=[CH:41][C:36]4[N:37]([CH:43]=[C:34]([C:31]5[CH:30]=[CH:29][C:28]([F:27])=[CH:33][CH:32]=5)[N:35]=4)[CH:38]=3)=[O:18])[C:10](=[O:24])[CH:9]=2)[CH:7]=1, predict the reactants needed to synthesize it. The reactants are: [Cl:1][C:2]1[CH:3]=[CH:4][C:5]([C:25]#[N:26])=[C:6]([C:8]2[C:13]([O:14][CH3:15])=[CH:12][N:11]([CH:16]([CH2:20][CH2:21][O:22][CH3:23])[C:17](O)=[O:18])[C:10](=[O:24])[CH:9]=2)[CH:7]=1.[F:27][C:28]1[CH:33]=[CH:32][C:31]([C:34]2[N:35]=[C:36]3[CH:41]=[CH:40][C:39]([NH2:42])=[CH:38][N:37]3[CH:43]=2)=[CH:30][CH:29]=1.C(P1(=O)OP(CCC)(=O)OP(CCC)(=O)O1)CC.